Dataset: Catalyst prediction with 721,799 reactions and 888 catalyst types from USPTO. Task: Predict which catalyst facilitates the given reaction. (1) Reactant: Cl[C:2]1[C:11]2=[N:12][N:13](CC3C=CC(OC)=CC=3)[CH:14]=[C:10]2[C:9]2[CH:8]=[C:7]([O:24][CH3:25])[CH:6]=[CH:5][C:4]=2[N:3]=1.[CH3:26][N:27]1[C:31]2[CH:32]=[CH:33][C:34]([NH2:36])=[CH:35][C:30]=2[N:29]=[CH:28]1.Cl. Product: [CH3:25][O:24][C:7]1[CH:6]=[CH:5][C:4]2[N:3]=[C:2]([NH:36][C:34]3[CH:33]=[CH:32][C:31]4[N:27]([CH3:26])[CH:28]=[N:29][C:30]=4[CH:35]=3)[C:11]3=[N:12][NH:13][CH:14]=[C:10]3[C:9]=2[CH:8]=1. The catalyst class is: 71. (2) Reactant: [Br:1][C:2]1[CH:3]=[C:4]2[O:8][C:7]([CH3:9])=[N:6][C:5]2=[C:10]([C:12]([OH:14])=O)[CH:11]=1.CN(C(ON1N=NC2C=CC=CC1=2)=[N+](C)C)C.F[P-](F)(F)(F)(F)F.C(N(CC)CC)C.[Cl:46][C:47]1[C:48]([CH3:54])=[C:49]([CH:51]=[CH:52][CH:53]=1)[NH2:50]. Product: [Br:1][C:2]1[CH:3]=[C:4]2[O:8][C:7]([CH3:9])=[N:6][C:5]2=[C:10]([C:12]([NH:50][C:49]2[CH:51]=[CH:52][CH:53]=[C:47]([Cl:46])[C:48]=2[CH3:54])=[O:14])[CH:11]=1. The catalyst class is: 3.